The task is: Predict the reaction yield, written as a fraction of the theoretical maximum amount of product (1.0 means a 100% yield; for example, 0.34 means a 34% yield).. This data is from Reaction yield outcomes from USPTO patents with 853,638 reactions. (1) The reactants are COC(=O)CN1CCC2C(=CC=C(S(Cl)(=O)=O)C=2)C1.COC(C1CC2C(=CC=C(C)C=2)C1)=O.COC(=O)CN1CCC2C(=CC=C(S)C=2)C1.COC(C1CC2C(=CC=C(S)C=2)C1)=O.C[O:65][C:66](=[O:96])[CH2:67][N:68]1[CH2:77][CH2:76][C:75]2[C:70](=[CH:71][CH:72]=[C:73]([S:78][CH2:79][C:80]3[S:84][C:83]([C:85]4[CH:90]=[CH:89][C:88]([C:91]([F:94])([F:93])[F:92])=[CH:87][CH:86]=4)=[N:82][C:81]=3[CH3:95])[CH:74]=2)[CH2:69]1. No catalyst specified. The product is [CH3:95][C:81]1[N:82]=[C:83]([C:85]2[CH:86]=[CH:87][C:88]([C:91]([F:94])([F:92])[F:93])=[CH:89][CH:90]=2)[S:84][C:80]=1[CH2:79][S:78][C:73]1[CH:74]=[C:75]2[C:70](=[CH:71][CH:72]=1)[CH2:69][N:68]([CH2:67][C:66]([OH:96])=[O:65])[CH2:77][CH2:76]2. The yield is 0.0400. (2) The reactants are [CH2:1]1[C:9]2[C:4](=[CH:5][CH:6]=[CH:7][CH:8]=2)[CH2:3][N:2]1[N:10]([CH3:46])[C:11](=[O:45])[CH2:12][N:13]([C:30]1[CH:35]=[CH:34][C:33](B2OCC(C)(C)CO2)=[CH:32][C:31]=1[CH3:44])[CH2:14][C:15]([NH:17][CH2:18][CH2:19][N:20]([C:23]([O:25][C:26]([CH3:29])([CH3:28])[CH3:27])=[O:24])[CH2:21][CH3:22])=[O:16].Br[C:48]1[S:49][CH:50]=[C:51]([C:53]([O:55][CH2:56][CH3:57])=[O:54])[N:52]=1. No catalyst specified. The product is [CH2:3]1[C:4]2[C:9](=[CH:8][CH:7]=[CH:6][CH:5]=2)[CH2:1][N:2]1[N:10]([CH3:46])[C:11](=[O:45])[CH2:12][N:13]([C:30]1[CH:35]=[CH:34][C:33]([C:48]2[S:49][CH:50]=[C:51]([C:53]([O:55][CH2:56][CH3:57])=[O:54])[N:52]=2)=[CH:32][C:31]=1[CH3:44])[CH2:14][C:15]([NH:17][CH2:18][CH2:19][N:20]([C:23]([O:25][C:26]([CH3:27])([CH3:28])[CH3:29])=[O:24])[CH2:21][CH3:22])=[O:16]. The yield is 0.520. (3) The reactants are [Cl:1][C:2]1[CH:3]=[C:4]([C@@H:12]([CH2:25][CH:26]2[CH2:30][CH2:29][CH2:28][CH2:27]2)[C:13]([NH:15][C:16]2[CH:20]=[CH:19][N:18]([CH2:21][C:22]([OH:24])=O)[N:17]=2)=[O:14])[CH:5]=[CH:6][C:7]=1[S:8]([CH3:11])(=[O:10])=[O:9].C(Cl)(=O)C(Cl)=O.[N:37]1[C:42](C)=[CH:41]C=[CH:39][C:38]=1C.C(NCC)C. The catalyst is C(Cl)Cl. The product is [Cl:1][C:2]1[CH:3]=[C:4]([C@@H:12]([CH2:25][CH:26]2[CH2:30][CH2:29][CH2:28][CH2:27]2)[C:13]([NH:15][C:16]2[CH:20]=[CH:19][N:18]([CH2:21][C:22](=[O:24])[N:37]([CH2:42][CH3:41])[CH2:38][CH3:39])[N:17]=2)=[O:14])[CH:5]=[CH:6][C:7]=1[S:8]([CH3:11])(=[O:9])=[O:10]. The yield is 0.590.